Dataset: Forward reaction prediction with 1.9M reactions from USPTO patents (1976-2016). Task: Predict the product of the given reaction. (1) Given the reactants [OH:1][C@H:2]([CH2:38][OH:39])[CH2:3][O:4][C:5]1[CH:10]=[CH:9][C:8]([C@@H:11]2[C:15](=[O:16])[N:14]([C@@H:17]([C@H:29]([C:31]3[CH:36]=[CH:35][CH:34]=[CH:33][CH:32]=3)[CH3:30])[C:18]([NH:20][C:21]3[CH:26]=[CH:25][C:24]([I:27])=[CH:23][C:22]=3[F:28])=[O:19])[C:13](=[O:37])[NH:12]2)=[CH:7][CH:6]=1, predict the reaction product. The product is: [OH:1][C@H:2]([CH2:38][OH:39])[CH2:3][O:4][C:5]1[CH:6]=[CH:7][C:8]([C@H:11]2[C:15](=[O:16])[N:14]([C@@H:17]([C@H:29]([C:31]3[CH:32]=[CH:33][CH:34]=[CH:35][CH:36]=3)[CH3:30])[C:18]([NH:20][C:21]3[CH:26]=[CH:25][C:24]([I:27])=[CH:23][C:22]=3[F:28])=[O:19])[C:13](=[O:37])[NH:12]2)=[CH:9][CH:10]=1. (2) Given the reactants [NH2:1][CH2:2][CH2:3][CH2:4][NH:5][N:6]1[C:18]2[C:17]3[CH:16]=[CH:15][CH:14]=[CH:13][C:12]=3[N:11]=[C:10]([NH2:19])[C:9]=2[N:8]=[C:7]1[CH2:20][O:21][CH2:22][CH3:23].[C:24]1([N:30]=[C:31]=[O:32])[CH:29]=[CH:28][CH:27]=[CH:26][CH:25]=1.C(Cl)(Cl)Cl.CO, predict the reaction product. The product is: [NH2:19][C:10]1[C:9]2[N:8]=[C:7]([CH2:20][O:21][CH2:22][CH3:23])[N:6]([NH:5][CH2:4][CH2:3][CH2:2][NH:1][C:31]([NH:30][C:24]3[CH:29]=[CH:28][CH:27]=[CH:26][CH:25]=3)=[O:32])[C:18]=2[C:17]2[CH:16]=[CH:15][CH:14]=[CH:13][C:12]=2[N:11]=1. (3) Given the reactants [F-].C([N+](CCCC)(CCCC)CCCC)CCC.[C:19]([O:22][C:23]1[CH:28]=[CH:27][CH:26]=[C:25]([S:29][Si](C(C)C)(C(C)C)C(C)C)[CH:24]=1)(=[O:21])[CH3:20].Br[CH2:41][C:42](=[O:50])[CH2:43][CH2:44][C:45]([O:47][CH2:48][CH3:49])=[O:46], predict the reaction product. The product is: [C:19]([O:22][C:23]1[CH:24]=[C:25]([S:29][CH2:41][C:42](=[O:50])[CH2:43][CH2:44][C:45]([O:47][CH2:48][CH3:49])=[O:46])[CH:26]=[CH:27][CH:28]=1)(=[O:21])[CH3:20]. (4) Given the reactants [CH2:1]([O:8][C:9]([N:11]1[CH2:16][CH2:15][CH:14]([NH:17][C:18](NCCNC(C2N=C3C(N=CN3[C@@H]3C[C@H](NC(=O)CC)[C@@H](O)[C@H]3O)=C(NCC(C3C=CC=CC=3)C3C=CC=CC=3)N=2)=O)=[O:19])[CH2:13][CH2:12]1)=[O:10])[C:2]1[CH:7]=[CH:6][CH:5]=[CH:4][CH:3]=1.[F:62][C:63]([F:68])([F:67])[C:64]([OH:66])=[O:65].[C:69]1([CH:75]([C:113]2[CH:118]=[CH:117][CH:116]=[CH:115][CH:114]=2)[CH2:76][NH:77][C:78]2[N:86]=[C:85]([N:87]3[CH2:91][CH2:90][C@@H:89]([NH:92][C:93]([NH:95][C@@H:96]4[CH2:100][CH2:99][NH:98][CH2:97]4)=[O:94])[CH2:88]3)[N:84]=[C:83]3[C:79]=2[N:80]=[CH:81][N:82]3[C@@H:101]2[CH2:105][C@H:104]([NH:106][C:107](=[O:110])[CH2:108][CH3:109])[C@@H:103]([OH:111])[C@H:102]2[OH:112])[CH:74]=[CH:73][CH:72]=[CH:71][CH:70]=1, predict the reaction product. The product is: [F:62][C:63]([F:68])([F:67])[C:64]([OH:66])=[O:65].[CH2:1]([O:8][C:9]([N:11]1[CH2:16][CH2:15][CH:14]([NH:17][C:18]([N:98]2[CH2:99][CH2:100][C@@H:96]([NH:95][C:93]([NH:92][C@@H:89]3[CH2:90][CH2:91][N:87]([C:85]4[N:84]=[C:83]5[C:79]([N:80]=[CH:81][N:82]5[C@@H:101]5[CH2:105][C@H:104]([NH:106][C:107](=[O:110])[CH2:108][CH3:109])[C@@H:103]([OH:111])[C@H:102]5[OH:112])=[C:78]([NH:77][CH2:76][CH:75]([C:113]5[CH:114]=[CH:115][CH:116]=[CH:117][CH:118]=5)[C:69]5[CH:74]=[CH:73][CH:72]=[CH:71][CH:70]=5)[N:86]=4)[CH2:88]3)=[O:94])[CH2:97]2)=[O:19])[CH2:13][CH2:12]1)=[O:10])[C:2]1[CH:7]=[CH:6][CH:5]=[CH:4][CH:3]=1. (5) Given the reactants CO.C1(S([N:12]2[C:20]3[C:15](=[CH:16][C:17]([C:21]#[C:22][CH2:23][OH:24])=[CH:18][CH:19]=3)[C:14](/[CH:25]=[CH:26]/[C:27]3[CH:28]=[N:29][CH:30]=[CH:31][CH:32]=3)=[N:13]2)(=O)=O)C=CC=CC=1.[OH-].[Na+].C(OCC)(=O)C, predict the reaction product. The product is: [OH:24][CH2:23][C:22]#[C:21][C:17]1[CH:16]=[C:15]2[C:20](=[CH:19][CH:18]=1)[NH:12][N:13]=[C:14]2/[CH:25]=[CH:26]/[C:27]1[CH:28]=[N:29][CH:30]=[CH:31][CH:32]=1. (6) Given the reactants C(OC([NH:8][CH:9]([C:21]1[CH:26]=[CH:25][CH:24]=[C:23]([C:27]([F:30])([F:29])[F:28])[CH:22]=1)[C:10]([NH:12][C:13]1([C:16]([O:18][CH2:19][CH3:20])=[O:17])[CH2:15][CH2:14]1)=[O:11])=O)(C)(C)C.[ClH:31], predict the reaction product. The product is: [ClH:31].[NH2:8][CH:9]([C:21]1[CH:26]=[CH:25][CH:24]=[C:23]([C:27]([F:28])([F:29])[F:30])[CH:22]=1)[C:10]([NH:12][C:13]1([C:16]([O:18][CH2:19][CH3:20])=[O:17])[CH2:14][CH2:15]1)=[O:11]. (7) Given the reactants [CH3:1][O:2][C:3](=[O:28])[NH:4][CH:5]([C:9]([N:11]1[CH2:15][CH2:14][CH2:13][CH:12]1[C:16]1[NH:17][C:18]([C:21]2[CH:26]=[CH:25][C:24]([Br:27])=[CH:23][CH:22]=2)=[CH:19][N:20]=1)=[O:10])[CH:6]([CH3:8])[CH3:7].[C:29](OC(N1CC(=C)CC1C(O)=O)=O)(C)(C)C, predict the reaction product. The product is: [CH3:1][O:2][C:3](=[O:28])[NH:4][CH:5]([C:9]([N:11]1[CH2:15][C:14](=[CH2:29])[CH2:13][CH:12]1[C:16]1[NH:17][C:18]([C:21]2[CH:22]=[CH:23][C:24]([Br:27])=[CH:25][CH:26]=2)=[CH:19][N:20]=1)=[O:10])[CH:6]([CH3:8])[CH3:7]. (8) Given the reactants [NH2:1][CH:2]1[CH2:11][C:10]2[C:9]([C:12]([NH2:14])=[O:13])=[CH:8][CH:7]=[C:6]([F:15])[C:5]=2[O:4][CH2:3]1.Br[CH2:17][CH2:18][CH2:19][C:20]1[C:28]2[C:23](=[CH:24][CH:25]=[C:26]([F:29])[CH:27]=2)[NH:22][CH:21]=1.C(N(CC)CC)C, predict the reaction product. The product is: [F:15][C:6]1[C:5]2[O:4][CH2:3][CH:2]([NH:1][CH2:17][CH2:18][CH2:19][C:20]3[C:28]4[C:23](=[CH:24][CH:25]=[C:26]([F:29])[CH:27]=4)[NH:22][CH:21]=3)[CH2:11][C:10]=2[C:9]([C:12]([NH2:14])=[O:13])=[CH:8][CH:7]=1.